This data is from Reaction yield outcomes from USPTO patents with 853,638 reactions. The task is: Predict the reaction yield, written as a fraction of the theoretical maximum amount of product (1.0 means a 100% yield; for example, 0.34 means a 34% yield). The reactants are O[Li].O.C([O:7][CH:8]1[C:12]2[N:13]=[CH:14][N:15]=[C:16]([N:17]3[CH2:22][CH2:21][N:20]([C:23]([O:25][C:26]([CH3:29])([CH3:28])[CH3:27])=[O:24])[CH2:19][CH2:18]3)[C:11]=2[C@H:10]([CH3:30])[CH2:9]1)(=O)C.C1COCC1.[NH4+].[Cl-]. The catalyst is O. The product is [OH:7][CH:8]1[C:12]2[N:13]=[CH:14][N:15]=[C:16]([N:17]3[CH2:22][CH2:21][N:20]([C:23]([O:25][C:26]([CH3:29])([CH3:28])[CH3:27])=[O:24])[CH2:19][CH2:18]3)[C:11]=2[C@H:10]([CH3:30])[CH2:9]1. The yield is 0.564.